This data is from M1 muscarinic receptor antagonist screen with 61,756 compounds. The task is: Binary Classification. Given a drug SMILES string, predict its activity (active/inactive) in a high-throughput screening assay against a specified biological target. (1) The drug is Brc1cc(OCCOC(=O)c2nn3c(cc(nc3n2)C)C)ccc1. The result is 0 (inactive). (2) The molecule is Clc1ccc(CSc2ncccn2)cc1. The result is 0 (inactive). (3) The molecule is O1C(Cn2c(c3c(n(c(=O)n(c3=O)C)C)c2)c2cc(ccc2)C)CCC1. The result is 0 (inactive). (4) The drug is Fc1c(C(=O)Nc2cc3nc(oc3cc2)c2ccncc2)cccc1. The result is 0 (inactive). (5) The drug is O=c1n([nH]c(c1)C)c1nc2c(cc1)cccc2. The result is 0 (inactive). (6) The drug is S(=O)(=O)(N(CC1CC1)CCC)c1ccc(S(=O)(=O)N)cc1. The result is 0 (inactive). (7) The drug is O1C(CCC1)COC(=O)c1[nH]c2CC(CC(=O)c2c1C)c1c(OC)ccc(OC)c1. The result is 0 (inactive). (8) The drug is O=C1N(C(=O)N(C(=O)/C1=C(/Nc1ccc(Cc2ccncc2)cc1)CC)C)C. The result is 1 (active). (9) The drug is S(c1n(c(nn1)CNC(=O)Cc1cc2OCOc2cc1)C)Cc1ccccc1. The result is 0 (inactive). (10) The molecule is s1c2n(c(c1)C)c(=O)c(cn2)C(=O)Nc1nocc1. The result is 0 (inactive).